Task: Predict the reaction yield, written as a fraction of the theoretical maximum amount of product (1.0 means a 100% yield; for example, 0.34 means a 34% yield).. Dataset: Reaction yield outcomes from USPTO patents with 853,638 reactions The reactants are [Cl:1][C:2]1[C:3]2[NH:10][CH:9]=[CH:8][C:4]=2[N:5]=[CH:6][N:7]=1.[C:11]([O:19][CH2:20][CH2:21][O:22][CH2:23][CH2:24]OS(C1C=CC(C)=CC=1)(=O)=O)(=[O:18])[C:12]1[CH:17]=[CH:16][CH:15]=[CH:14][CH:13]=1.C(=O)([O-])[O-].[Cs+].[Cs+].CN(C)C=O. The catalyst is O. The product is [C:11]([O:19][CH2:20][CH2:21][O:22][CH2:23][CH2:24][N:10]1[C:3]2[C:2]([Cl:1])=[N:7][CH:6]=[N:5][C:4]=2[CH:8]=[CH:9]1)(=[O:18])[C:12]1[CH:17]=[CH:16][CH:15]=[CH:14][CH:13]=1. The yield is 0.780.